From a dataset of Forward reaction prediction with 1.9M reactions from USPTO patents (1976-2016). Predict the product of the given reaction. (1) The product is: [C:1]([O:5][C:6]([N:8]1[CH2:20][C@@H:19]([CH3:21])[N:18]2[C@H:10]([CH2:11][C:12]3[C:17]2=[N:16][C:15]([CH2:22][N:23]([C:27]([O:29][C:30]([CH3:33])([CH3:32])[CH3:31])=[O:28])[CH:24]2[CH2:26][CH2:25]2)=[C:14]([CH:42]=[O:43])[CH:13]=3)[CH2:9]1)=[O:7])([CH3:4])([CH3:3])[CH3:2]. Given the reactants [C:1]([O:5][C:6]([N:8]1[CH2:20][C@@H:19]([CH3:21])[N:18]2[C@H:10]([CH2:11][C:12]3[C:17]2=[N:16][C:15]([CH2:22][N:23]([C:27]([O:29][C:30]([CH3:33])([CH3:32])[CH3:31])=[O:28])[CH:24]2[CH2:26][CH2:25]2)=[C:14](Br)[CH:13]=3)[CH2:9]1)=[O:7])([CH3:4])([CH3:3])[CH3:2].C([Li])(C)(C)C.CN(C)[CH:42]=[O:43], predict the reaction product. (2) Given the reactants [OH:1][CH2:2][CH2:3][NH:4][C:5]([NH:7][C:8](=[N:15][C:16]1[C:25]2[C:20](=[CH:21][CH:22]=[CH:23][CH:24]=2)[CH:19]=[CH:18][CH:17]=1)[C:9]1[CH:14]=[CH:13][CH:12]=[CH:11][CH:10]=1)=[S:6].[Br:26]Br, predict the reaction product. The product is: [BrH:26].[OH:1][CH2:2][CH2:3][N:4]=[C:5]1[S:6][N:15]([C:16]2[C:25]3[C:20](=[CH:21][CH:22]=[CH:23][CH:24]=3)[CH:19]=[CH:18][CH:17]=2)[C:8]([C:9]2[CH:14]=[CH:13][CH:12]=[CH:11][CH:10]=2)=[N:7]1. (3) Given the reactants [CH3:1][C:2]1[O:6][N:5]=[C:4]([N:7]2[CH2:12][CH2:11][N:10](C(OC(C)(C)C)=O)[CH2:9][CH2:8]2)[N:3]=1.[ClH:20].O1CCOCC1, predict the reaction product. The product is: [ClH:20].[CH3:1][C:2]1[O:6][N:5]=[C:4]([N:7]2[CH2:12][CH2:11][NH:10][CH2:9][CH2:8]2)[N:3]=1. (4) Given the reactants C(NC(C)C)(C)C.C([Li])CCC.[S:13]1[CH2:18][CH2:17][C:16](=[O:19])[CH2:15][CH2:14]1.C1C=CC(N([S:27]([C:30]([F:33])([F:32])[F:31])(=[O:29])=[O:28])[S:27]([C:30]([F:33])([F:32])[F:31])(=[O:29])=[O:28])=CC=1, predict the reaction product. The product is: [S:13]1[CH2:18][CH:17]=[C:16]([O:19][S:27]([C:30]([F:33])([F:32])[F:31])(=[O:29])=[O:28])[CH2:15][CH2:14]1. (5) Given the reactants [C:1]([C:5]1[N:10]=[C:9]([CH2:11][CH2:12][CH2:13][CH2:14][CH2:15][CH3:16])[C:8]([C:17]([N:19]([CH2:41][CH:42]([CH3:44])[CH3:43])[C@H:20]2[CH2:25][C@@H:24]([C:26]([N:28]3[CH2:33][CH2:32][O:31][CH2:30][CH2:29]3)=[O:27])[CH2:23][N:22](C(OC(C)(C)C)=O)[CH2:21]2)=[O:18])=[CH:7][N:6]=1)([CH3:4])([CH3:3])[CH3:2].C(OCC)(=O)C.[ClH:51], predict the reaction product. The product is: [ClH:51].[ClH:51].[C:1]([C:5]1[N:10]=[C:9]([CH2:11][CH2:12][CH2:13][CH2:14][CH2:15][CH3:16])[C:8]([C:17]([N:19]([CH2:41][CH:42]([CH3:43])[CH3:44])[C@H:20]2[CH2:25][C@@H:24]([C:26]([N:28]3[CH2:33][CH2:32][O:31][CH2:30][CH2:29]3)=[O:27])[CH2:23][NH:22][CH2:21]2)=[O:18])=[CH:7][N:6]=1)([CH3:2])([CH3:3])[CH3:4]. (6) The product is: [O:19]=[S:5]1(=[O:20])[N:4]([CH2:3][CH2:2][N:24]2[CH2:25][CH2:26][CH2:27][N:21]([C:28]([O:30][C:31]([CH3:34])([CH3:33])[CH3:32])=[O:29])[CH2:22][CH2:23]2)[C:8]2[CH:9]=[CH:10][CH:11]=[CH:12][C:7]=2[N:6]1[C:13]1[CH:18]=[CH:17][CH:16]=[CH:15][CH:14]=1. Given the reactants Br[CH2:2][CH2:3][N:4]1[C:8]2[CH:9]=[CH:10][CH:11]=[CH:12][C:7]=2[N:6]([C:13]2[CH:18]=[CH:17][CH:16]=[CH:15][CH:14]=2)[S:5]1(=[O:20])=[O:19].[N:21]1([C:28]([O:30][C:31]([CH3:34])([CH3:33])[CH3:32])=[O:29])[CH2:27][CH2:26][CH2:25][NH:24][CH2:23][CH2:22]1.C(=O)([O-])[O-].[Na+].[Na+], predict the reaction product. (7) Given the reactants C([N:8]1[CH2:19][CH2:18][C:11]2[N:12]=[CH:13][N:14]=[C:15]([O:16][CH3:17])[C:10]=2[CH2:9]1)C1C=CC=CC=1, predict the reaction product. The product is: [CH3:17][O:16][C:15]1[C:10]2[CH2:9][NH:8][CH2:19][CH2:18][C:11]=2[N:12]=[CH:13][N:14]=1. (8) Given the reactants [Cl:1][C:2]1[N:7]=[C:6]([S:8][CH3:9])[N:5]=[C:4]2[NH:10][N:11]=[CH:12][C:3]=12.[H-].[Na+].Cl[CH2:16][O:17][CH2:18][CH2:19][Si:20]([CH3:23])([CH3:22])[CH3:21], predict the reaction product. The product is: [Cl:1][C:2]1[N:7]=[C:6]([S:8][CH3:9])[N:5]=[C:4]2[N:10]([CH2:16][O:17][CH2:18][CH2:19][Si:20]([CH3:23])([CH3:22])[CH3:21])[N:11]=[CH:12][C:3]=12. (9) Given the reactants [Cl:1][C:2]1[CH:7]=[CH:6][C:5]([C:8]2[S:12][C:11]([C:13]([O:15]CC)=[O:14])=[C:10]([C:18]3[CH:23]=[CH:22][C:21]([S:24](=[O:27])(=[O:26])[NH2:25])=[CH:20][CH:19]=3)[C:9]=2[N:28]([CH3:30])[CH3:29])=[CH:4][CH:3]=1.[OH-].[Na+].Cl, predict the reaction product. The product is: [Cl:1][C:2]1[CH:3]=[CH:4][C:5]([C:8]2[S:12][C:11]([C:13]([OH:15])=[O:14])=[C:10]([C:18]3[CH:23]=[CH:22][C:21]([S:24](=[O:26])(=[O:27])[NH2:25])=[CH:20][CH:19]=3)[C:9]=2[N:28]([CH3:30])[CH3:29])=[CH:6][CH:7]=1.